This data is from Full USPTO retrosynthesis dataset with 1.9M reactions from patents (1976-2016). The task is: Predict the reactants needed to synthesize the given product. Given the product [Cl:20][C:10]1[C:11]2[CH2:16][CH2:15][CH2:14][C:12]=2[N:13]=[C:8]([C:4]2[CH:5]=[CH:6][CH:7]=[C:2]([Cl:1])[CH:3]=2)[N:9]=1, predict the reactants needed to synthesize it. The reactants are: [Cl:1][C:2]1[CH:3]=[C:4]([C:8]2[N:9]=[C:10](O)[C:11]3[CH2:16][CH2:15][CH2:14][C:12]=3[N:13]=2)[CH:5]=[CH:6][CH:7]=1.P(Cl)(Cl)([Cl:20])=O.C(=O)([O-])O.[Na+].